From a dataset of Full USPTO retrosynthesis dataset with 1.9M reactions from patents (1976-2016). Predict the reactants needed to synthesize the given product. (1) Given the product [F:21][C:2]([F:1])([F:20])[C:3]1[CH:4]=[CH:5][C:6]([NH:9][C:10]2[C:11]3[CH2:19][CH2:18][N:17]([C:23]4[C:28]([C:29]([F:32])([F:31])[F:30])=[CH:27][CH:26]=[CH:25][N:24]=4)[CH2:16][C:12]=3[N:13]=[CH:14][N:15]=2)=[CH:7][CH:8]=1, predict the reactants needed to synthesize it. The reactants are: [F:1][C:2]([F:21])([F:20])[C:3]1[CH:8]=[CH:7][C:6]([NH:9][C:10]2[C:11]3[CH2:19][CH2:18][NH:17][CH2:16][C:12]=3[N:13]=[CH:14][N:15]=2)=[CH:5][CH:4]=1.Cl[C:23]1[C:28]([C:29]([F:32])([F:31])[F:30])=[CH:27][CH:26]=[CH:25][N:24]=1.C(N(CC)C(C)C)(C)C. (2) Given the product [Br:17][C:18]1[CH:23]=[C:22]([C:10]([F:12])([F:11])[F:9])[C:21]([F:25])=[CH:20][N:19]=1, predict the reactants needed to synthesize it. The reactants are: [F-].[K+].CN1CCCC1.[F:9][C:10]([Si](C)(C)C)([F:12])[F:11].[Br:17][C:18]1[CH:23]=[C:22](I)[C:21]([F:25])=[CH:20][N:19]=1.N. (3) Given the product [CH3:1][O:2][CH:3]([O:16][C:17]([C:32]1[CH:37]=[CH:36][CH:35]=[CH:34][CH:33]=1)([C:24]1[CH:29]=[CH:28][C:27]([O:30][CH3:31])=[CH:26][CH:25]=1)[C:18]1[CH:23]=[CH:22][CH:21]=[CH:20][CH:19]=1)[CH2:4][CH2:5][CH2:6][NH:7][C:8](=[O:15])[CH2:9][NH:10][C:11](=[O:14])[CH2:12][NH:13][NH:50][C:44](=[O:46])[CH2:43][CH2:42][CH2:41][CH2:40][CH2:39][OH:38], predict the reactants needed to synthesize it. The reactants are: [CH3:1][O:2][CH:3]([O:16][C:17]([C:32]1[CH:37]=[CH:36][CH:35]=[CH:34][CH:33]=1)([C:24]1[CH:29]=[CH:28][C:27]([O:30][CH3:31])=[CH:26][CH:25]=1)[C:18]1[CH:23]=[CH:22][CH:21]=[CH:20][CH:19]=1)[CH2:4][CH2:5][CH2:6][NH:7][C:8](=[O:15])[CH2:9][NH:10][C:11](=[O:14])[CH2:12][NH2:13].[OH:38][CH2:39][CH2:40][CH2:41][CH2:42][CH2:43][C:44]([OH:46])=O.Cl.C([N:50]=C=NCCCN(C)C)C.O.ON1C2C=CC=CC=2N=N1.C(N(CC)CC)C. (4) Given the product [CH3:11][O:12][C:13]1[C:14]([CH3:21])=[C:15]([CH:16]=[CH:17][CH:18]=1)[CH:19]=[O:20], predict the reactants needed to synthesize it. The reactants are: C(Cl)(=O)C(Cl)=O.CS(C)=O.[CH3:11][O:12][C:13]1[C:14]([CH3:21])=[C:15]([CH2:19][OH:20])[CH:16]=[CH:17][CH:18]=1.Cl. (5) Given the product [C:1]([O:5][C:6]([N:8]1[CH2:12][C@@H:11]([CH2:13][N:14]([CH2:15][C:16]2[CH:21]=[CH:20][CH:19]=[CH:18][CH:17]=2)[C:40]([CH:38]2[C:37]3[C:32](=[CH:33][CH:34]=[CH:35][CH:36]=3)[NH:31][C:30](=[O:29])[CH2:39]2)=[O:41])[C@H:10]([CH2:22][C:23]2[CH:24]=[CH:25][CH:26]=[CH:27][CH:28]=2)[CH2:9]1)=[O:7])([CH3:4])([CH3:2])[CH3:3], predict the reactants needed to synthesize it. The reactants are: [C:1]([O:5][C:6]([N:8]1[CH2:12][C@@H:11]([CH2:13][NH:14][CH2:15][C:16]2[CH:21]=[CH:20][CH:19]=[CH:18][CH:17]=2)[C@H:10]([CH2:22][C:23]2[CH:28]=[CH:27][CH:26]=[CH:25][CH:24]=2)[CH2:9]1)=[O:7])([CH3:4])([CH3:3])[CH3:2].[O:29]=[C:30]1[CH2:39][CH:38]([C:40](O)=[O:41])[C:37]2[C:32](=[CH:33][CH:34]=[CH:35][CH:36]=2)[NH:31]1. (6) Given the product [NH:15]1[CH2:18][CH:17]([C:19]([N:21]2[CH2:25][CH2:24][C@H:23]([OH:26])[CH2:22]2)=[O:20])[CH2:16]1, predict the reactants needed to synthesize it. The reactants are: FC(F)(F)C(O)=O.C(OC([N:15]1[CH2:18][CH:17]([C:19]([N:21]2[CH2:25][CH2:24][C@H:23]([OH:26])[CH2:22]2)=[O:20])[CH2:16]1)=O)(C)(C)C. (7) Given the product [CH2:20]([NH:24][C:10]1[C:9]2[C:4](=[CH:5][CH:6]=[C:7]([C:13]3[CH:18]=[CH:17][C:16]([F:19])=[CH:15][CH:14]=3)[CH:8]=2)[N:3]=[C:2]([NH:3][CH2:4][CH2:5][CH2:6][CH3:7])[N:11]=1)[CH2:21][CH2:22][CH3:23], predict the reactants needed to synthesize it. The reactants are: Cl[C:2]1[N:11]=[C:10](Cl)[C:9]2[C:4](=[CH:5][CH:6]=[C:7]([C:13]3[CH:18]=[CH:17][C:16]([F:19])=[CH:15][CH:14]=3)[CH:8]=2)[N:3]=1.[CH2:20]([NH2:24])[CH2:21][CH2:22][CH3:23].